This data is from Full USPTO retrosynthesis dataset with 1.9M reactions from patents (1976-2016). The task is: Predict the reactants needed to synthesize the given product. Given the product [OH:23][C:7]1([CH2:14][C:15](=[O:22])[C:16]2[CH:21]=[CH:20][CH:19]=[CH:18][N:17]=2)[C:8]2[C:13](=[CH:12][CH:11]=[CH:10][CH:9]=2)[N:5]([CH2:1][CH:26]([CH3:27])[CH3:25])[C:6]1=[O:24], predict the reactants needed to synthesize it. The reactants are: [CH2:1]([N:5]1[C:13]2[C:8](=[CH:9][CH:10]=[CH:11][CH:12]=2)[C:7]([OH:23])([CH2:14][C:15](=[O:22])[C:16]2[CH:21]=[CH:20][CH:19]=[CH:18][N:17]=2)[C:6]1=[O:24])CCC.[CH2:25](N1C2C(=CC=CC=2)C(=O)C1=O)[CH:26](C)[CH3:27].C(C1C=CC=CN=1)(=O)C.